From a dataset of Catalyst prediction with 721,799 reactions and 888 catalyst types from USPTO. Predict which catalyst facilitates the given reaction. (1) The catalyst class is: 200. Reactant: [CH2:1]([N:8]1[C:16]2[C:11](=[CH:12][C:13]([N+:17]([O-])=O)=[CH:14][CH:15]=2)[C:10]([C:20]2[O:21][C:22]([C:25]([O:27][CH3:28])=[O:26])=[CH:23][CH:24]=2)=[N:9]1)[C:2]1[CH:7]=[CH:6][CH:5]=[CH:4][CH:3]=1.S(S([O-])=O)([O-])=O.[Na+].[Na+]. Product: [NH2:17][C:13]1[CH:12]=[C:11]2[C:16](=[CH:15][CH:14]=1)[N:8]([CH2:1][C:2]1[CH:3]=[CH:4][CH:5]=[CH:6][CH:7]=1)[N:9]=[C:10]2[C:20]1[O:21][C:22]([C:25]([O:27][CH3:28])=[O:26])=[CH:23][CH:24]=1. (2) Reactant: Br[C:2]1[S:6][C:5]([NH:7][C:8]([C:10]2[CH:15]=[CH:14][CH:13]=[CH:12][C:11]=2[Cl:16])=[O:9])=[N:4][CH:3]=1.[Cl:17][C:18]1[C:19](B2OC(C)(C)C(C)(C)O2)=[CH:20][C:21]2[O:25][C:24]([CH3:26])=[N:23][C:22]=2[CH:27]=1.P([O-])([O-])([O-])=O.[K+].[K+].[K+].CC(=O)OCC.[Cl-].[Na+].O. Product: [Cl:17][C:18]1[C:19]([C:2]2[S:6][C:5]([NH:7][C:8]([C:10]3[CH:15]=[CH:14][CH:13]=[CH:12][C:11]=3[Cl:16])=[O:9])=[N:4][CH:3]=2)=[CH:20][C:21]2[O:25][C:24]([CH3:26])=[N:23][C:22]=2[CH:27]=1. The catalyst class is: 18. (3) Reactant: [NH2:1][C:2]1[C:3]([C:15]([NH:17][C:18]2[C:23]([N:24]3[CH2:29][CH2:28][C:27]([NH:31]C(=O)OC(C)(C)C)([CH3:30])[CH2:26][CH2:25]3)=[CH:22][CH:21]=[CH:20][N:19]=2)=[O:16])=[N:4][C:5]([C:8]2[C:13]([F:14])=[CH:12][CH:11]=[CH:10][N:9]=2)=[CH:6][N:7]=1.Cl.O1CCOCC1. Product: [NH2:1][C:2]1[C:3]([C:15]([NH:17][C:18]2[C:23]([N:24]3[CH2:29][CH2:28][C:27]([NH2:31])([CH3:30])[CH2:26][CH2:25]3)=[CH:22][CH:21]=[CH:20][N:19]=2)=[O:16])=[N:4][C:5]([C:8]2[C:13]([F:14])=[CH:12][CH:11]=[CH:10][N:9]=2)=[CH:6][N:7]=1. The catalyst class is: 2. (4) Product: [C:29]1([C:22]2([C:23]3[CH:24]=[CH:25][CH:26]=[CH:27][CH:28]=3)[CH2:21][CH2:20][CH2:19][N:18]([CH2:35][C:36]3[O:1][N:2]=[C:3]([C:4]4[CH:9]=[CH:8][CH:7]=[C:6]([C:10]([F:13])([F:12])[F:11])[CH:5]=4)[N:14]=3)[C:17]2=[O:16])[CH:34]=[CH:33][CH:32]=[CH:31][CH:30]=1. The catalyst class is: 68. Reactant: [OH:1][NH:2]/[C:3](=[N:14]\[H])/[C:4]1[CH:9]=[CH:8][CH:7]=[C:6]([C:10]([F:13])([F:12])[F:11])[CH:5]=1.[O:16]=[C:17]1[C:22]([C:29]2[CH:34]=[CH:33][CH:32]=[CH:31][CH:30]=2)([C:23]2[CH:28]=[CH:27][CH:26]=[CH:25][CH:24]=2)[CH2:21][CH2:20][CH2:19][N:18]1[CH2:35][C:36](O)=O.Cl.C(N=C=NCCCN(C)C)C.